From a dataset of Catalyst prediction with 721,799 reactions and 888 catalyst types from USPTO. Predict which catalyst facilitates the given reaction. Reactant: [NH:1]1[CH2:6][CH:5]=[CH:4][CH2:3][CH2:2]1.C(N(CC)CC)C.Cl[C:15]([O:17][CH2:18][C:19]1[CH:24]=[CH:23][CH:22]=[CH:21][CH:20]=1)=[O:16]. Product: [N:1]1([C:15]([O:17][CH2:18][C:19]2[CH:24]=[CH:23][CH:22]=[CH:21][CH:20]=2)=[O:16])[CH2:2][CH2:3][CH:4]=[CH:5][CH2:6]1. The catalyst class is: 158.